Dataset: Tox21: 12 toxicity assays (nuclear receptors and stress response pathways). Task: Binary classification across 12 toxicity assays. (1) It tested positive (active) for: SR-ARE (Antioxidant Response Element (oxidative stress)). The compound is O=C1NC(=O)c2cc([N+](=O)[O-])ccc21. (2) The molecule is CN1C(=O)CN=C(c2ccccc2)c2cc([N+](=O)[O-])ccc21. It tested positive (active) for: NR-AR (Androgen Receptor agonist activity), and SR-ATAD5 (ATAD5 genotoxicity (DNA damage)). (3) The molecule is COc1ccc2cc(S(=O)(=O)N[C@H](CC(=O)N[C@H](Cc3ccc(CN4[C@@H](C)CCC[C@H]4C)cc3)C(=O)N(C)C(C)C)c3ccc4c(c3)OCO4)ccc2c1. It tested positive (active) for: SR-MMP (Mitochondrial Membrane Potential disruption). (4) The molecule is C=CC(C)=CCC=C(C)C. It tested positive (active) for: SR-ARE (Antioxidant Response Element (oxidative stress)). (5) The molecule is C=CC(=O)OCCOc1ccccc1. It tested positive (active) for: SR-HSE (Heat Shock Element response), and SR-p53 (p53 tumor suppressor activation). (6) The molecule is C[C@@H](CO)NC(=O)[C@@H]1C=C2c3cccc4[nH]cc(c34)C[C@H]2N(C)C1. It tested positive (active) for: NR-AR (Androgen Receptor agonist activity), and NR-AR-LBD (Androgen Receptor Ligand Binding Domain agonist). (7) The compound is CSc1ccc(C(=O)C(C)(C)N2CCOCC2)cc1. It tested positive (active) for: NR-ER (Estrogen Receptor agonist activity), and NR-ER-LBD (Estrogen Receptor Ligand Binding Domain agonist). (8) It tested positive (active) for: SR-ARE (Antioxidant Response Element (oxidative stress)), and SR-MMP (Mitochondrial Membrane Potential disruption). The molecule is CC(=O)Oc1cccc2c1C(=O)c1c(OC(C)=O)cc(C(=O)O)cc1C2=O.